Dataset: Full USPTO retrosynthesis dataset with 1.9M reactions from patents (1976-2016). Task: Predict the reactants needed to synthesize the given product. (1) Given the product [CH2:2]([O:1][C:6]1[N:11]=[C:10]([NH2:12])[CH:9]=[CH:8][CH:7]=1)[CH3:3], predict the reactants needed to synthesize it. The reactants are: [O-:1][CH2:2][CH3:3].[Na+].Cl[C:6]1[N:11]=[C:10]([NH2:12])[CH:9]=[CH:8][CH:7]=1. (2) Given the product [CH3:28][C:26]1[O:25][N:24]=[C:23]([CH:21]2[CH2:22][N:19]([C:15](=[O:17])/[CH:14]=[CH:13]/[C:8]3[CH:7]=[C:6]4[C:11](=[N:10][CH:9]=3)[NH:12][C:3](=[O:2])[CH2:4][CH2:5]4)[CH2:20]2)[N:27]=1, predict the reactants needed to synthesize it. The reactants are: Cl.[O:2]=[C:3]1[NH:12][C:11]2[N:10]=[CH:9][C:8](/[CH:13]=[CH:14]/[C:15]([OH:17])=O)=[CH:7][C:6]=2[CH2:5][CH2:4]1.Cl.[NH:19]1[CH2:22][CH:21]([C:23]2[N:27]=[C:26]([CH3:28])[O:25][N:24]=2)[CH2:20]1.CCN(C(C)C)C(C)C.CCN=C=NCCCN(C)C. (3) Given the product [CH3:21][C:20]1[CH:22]=[CH:23][C:17]([S:14]([C:9]2[N:8]3[CH:11]=[CH:12][N:13]=[C:7]3[S:6][N:5]=2)(=[O:16])=[O:15])=[CH:18][CH:19]=1, predict the reactants needed to synthesize it. The reactants are: C([N:5]1[C:9](=O)[N:8]2[CH:11]=[CH:12][N:13]=[C:7]2[S:6]1)CCC.[S:14](C#N)([C:17]1[CH:23]=[CH:22][C:20]([CH3:21])=[CH:19][CH:18]=1)(=[O:16])=[O:15]. (4) Given the product [CH3:13][N:12]1[C:8]2[CH:7]=[C:6]([C:4](=[O:5])[CH2:18][C:19]3[CH:20]=[CH:21][CH:8]=[C:9]([CH3:14])[N:10]=3)[CH:15]=[CH:14][C:9]=2[N:10]=[N:11]1, predict the reactants needed to synthesize it. The reactants are: CON(C)[C:4]([C:6]1[CH:15]=[CH:14][C:9]2[N:10]=[N:11][N:12]([CH3:13])[C:8]=2[CH:7]=1)=[O:5].O1[CH2:21][CH2:20][CH2:19][CH2:18]1.